Dataset: CYP2D6 inhibition data for predicting drug metabolism from PubChem BioAssay. Task: Regression/Classification. Given a drug SMILES string, predict its absorption, distribution, metabolism, or excretion properties. Task type varies by dataset: regression for continuous measurements (e.g., permeability, clearance, half-life) or binary classification for categorical outcomes (e.g., BBB penetration, CYP inhibition). Dataset: cyp2d6_veith. (1) The result is 0 (non-inhibitor). The molecule is C[C@]12CC[C@H]3c4ccc(O)cc4CC[C@@H]3[C@@H]1CCC2=O. (2) The drug is CCOC(=O)C(NC(=O)CC)(Nc1sc2c(c1C(=O)OC)CCN(C)C2)C(F)(F)F. The result is 0 (non-inhibitor).